This data is from Peptide-MHC class II binding affinity with 134,281 pairs from IEDB. The task is: Regression. Given a peptide amino acid sequence and an MHC pseudo amino acid sequence, predict their binding affinity value. This is MHC class II binding data. (1) The peptide sequence is YDTYKCIPSLEAAVK. The MHC is HLA-DQA10301-DQB10302 with pseudo-sequence HLA-DQA10301-DQB10302. The binding affinity (normalized) is 0.306. (2) The peptide sequence is EKKYFAATQFVPLAA. The MHC is DRB1_0101 with pseudo-sequence DRB1_0101. The binding affinity (normalized) is 0.740. (3) The peptide sequence is QVESTAGSLQGQWRG. The MHC is DRB1_0301 with pseudo-sequence DRB1_0301. The binding affinity (normalized) is 0.0621. (4) The peptide sequence is EKKYFDATQFEPLAA. The MHC is HLA-DQA10501-DQB10201 with pseudo-sequence HLA-DQA10501-DQB10201. The binding affinity (normalized) is 0.350. (5) The binding affinity (normalized) is 0.176. The MHC is DRB1_0101 with pseudo-sequence DRB1_0101. The peptide sequence is SGKLKRNFQKVNPEG.